From a dataset of Full USPTO retrosynthesis dataset with 1.9M reactions from patents (1976-2016). Predict the reactants needed to synthesize the given product. (1) Given the product [CH3:1][O:2][C:3]1[CH:8]=[C:7]([O:9][CH2:10][O:11][CH3:12])[CH:6]=[CH:5][C:4]=1[C:13]1[C:22]([CH2:23][O:24][C:25]([C:27]2[S:28][C:29]([CH3:32])=[CH:30][CH:31]=2)=[O:26])=[C:21]2[C:16]([NH:17][C:18]([CH3:35])([CH3:34])[C:19](=[O:33])[N:20]2[CH3:38])=[CH:15][CH:14]=1, predict the reactants needed to synthesize it. The reactants are: [CH3:1][O:2][C:3]1[CH:8]=[C:7]([O:9][CH2:10][O:11][CH3:12])[CH:6]=[CH:5][C:4]=1[C:13]1[C:22]([CH2:23][O:24][C:25]([C:27]2[S:28][C:29]([CH3:32])=[CH:30][CH:31]=2)=[O:26])=[C:21]2[C:16]([NH:17][C:18]([CH3:35])([CH3:34])[C:19](=[O:33])[NH:20]2)=[CH:15][CH:14]=1.CI.[C:38](=O)([O-])[O-].[Cs+].[Cs+]. (2) Given the product [CH3:7][N:8]([C:14]1[CH:19]=[CH:18][CH:17]=[CH:16][C:15]=1[N+:20]([O-:22])=[O:21])[S:9]([CH3:12])(=[O:11])=[O:10], predict the reactants needed to synthesize it. The reactants are: C(=O)([O-])[O-].[Cs+].[Cs+].[CH3:7][NH:8][S:9]([CH3:12])(=[O:11])=[O:10].F[C:14]1[CH:19]=[CH:18][CH:17]=[CH:16][C:15]=1[N+:20]([O-:22])=[O:21]. (3) Given the product [F:23][C:24]1[CH:2]=[CH:3][CH:4]=[CH:5][C:1]=1[NH:6][C:7]1[C:12]([CH3:13])=[C:11]([CH3:14])[N:10]=[C:9]([NH:15][CH2:16][C:17]2[CH:22]=[CH:21][CH:20]=[CH:19][N:18]=2)[N:8]=1, predict the reactants needed to synthesize it. The reactants are: [CH:1]1([NH:6][C:7]2[C:12]([CH3:13])=[C:11]([CH3:14])[N:10]=[C:9]([NH:15][CH2:16][C:17]3[CH:22]=[CH:21][CH:20]=[CH:19][N:18]=3)[N:8]=2)[CH2:5][CH2:4][CH2:3][CH2:2]1.[F:23][C:24]1C=CC=CC=1N. (4) Given the product [Cl:11][C:7]1[CH:8]=[CH:9][CH:10]=[C:2]([Cl:1])[C:3]=1[C:4]([NH:18][CH2:17][CH:16]([C:19]1[CH:20]=[N:21][C:22]([C:25]([F:28])([F:26])[F:27])=[CH:23][CH:24]=1)[CH2:15][CH:12]1[CH2:13][CH2:14]1)=[O:6], predict the reactants needed to synthesize it. The reactants are: [Cl:1][C:2]1[CH:10]=[CH:9][CH:8]=[C:7]([Cl:11])[C:3]=1[C:4]([OH:6])=O.[CH:12]1([CH2:15][CH:16]([C:19]2[CH:20]=[N:21][C:22]([C:25]([F:28])([F:27])[F:26])=[CH:23][CH:24]=2)[CH2:17][NH2:18])[CH2:14][CH2:13]1. (5) Given the product [CH3:5][O:6][C:7](=[O:30])[CH2:8][CH2:9][CH2:10][CH2:11][CH2:12][CH2:13][N:14]1[C:15](=[O:29])[CH2:16][CH2:17][CH2:18][C@@H:19]1/[CH:20]=[CH:21]/[CH:22]([OH:28])[CH2:23][CH2:24][CH2:25][CH2:26][CH3:27], predict the reactants needed to synthesize it. The reactants are: [BH4-].[Na+].CO.[CH3:5][O:6][C:7](=[O:30])[CH2:8][CH2:9][CH2:10][CH2:11][CH2:12][CH2:13][N:14]1[C@@H:19](/[CH:20]=[CH:21]/[C:22](=[O:28])[CH2:23][CH2:24][CH2:25][CH2:26][CH3:27])[CH2:18][CH2:17][CH2:16][C:15]1=[O:29]. (6) Given the product [CH2:32]([NH:36][C:2]1[N:10]([CH2:11][C:12](=[O:19])[C:13]2[CH:18]=[CH:17][CH:16]=[CH:15][CH:14]=2)[C:9]2[C:8](=[O:20])[NH:7][C:6](=[O:21])[N:5]([CH3:22])[C:4]=2[N:3]=1)[CH2:33][CH2:34][CH3:35], predict the reactants needed to synthesize it. The reactants are: Br[C:2]1[N:10]([CH2:11][C:12](=[O:19])[C:13]2[CH:18]=[CH:17][CH:16]=[CH:15][CH:14]=2)[C:9]2[C:8](=[O:20])[NH:7][C:6](=[O:21])[N:5]([CH3:22])[C:4]=2[N:3]=1.C(N(C(C)C)CC)(C)C.[CH2:32]([NH2:36])[CH2:33][CH2:34][CH3:35].